Dataset: Full USPTO retrosynthesis dataset with 1.9M reactions from patents (1976-2016). Task: Predict the reactants needed to synthesize the given product. (1) The reactants are: [CH3:1][N:2]1[CH2:7][CH2:6][NH:5][CH2:4][CH2:3]1.[Br:8][C:9]1[CH:14]=[C:13]([CH3:15])[C:12]([NH:16][C:17]2[N:22]=[C:21](Cl)[N:20]=[C:19]([NH:24][C:25]3[CH:32]=[CH:31][C:28]([C:29]#[N:30])=[CH:27][CH:26]=3)[N:18]=2)=[C:11]([CH3:33])[CH:10]=1. Given the product [Br:8][C:9]1[CH:14]=[C:13]([CH3:15])[C:12]([NH:16][C:17]2[N:22]=[C:21]([N:5]3[CH2:6][CH2:7][N:2]([CH3:1])[CH2:3][CH2:4]3)[N:20]=[C:19]([NH:24][C:25]3[CH:32]=[CH:31][C:28]([C:29]#[N:30])=[CH:27][CH:26]=3)[N:18]=2)=[C:11]([CH3:33])[CH:10]=1, predict the reactants needed to synthesize it. (2) Given the product [F:25][C:23]1[CH:22]=[C:21]([F:26])[CH:20]=[C:19]2[C:24]=1[C:15]([NH:14][C:3]1[CH:4]=[C:5]([N:8]3[CH2:13][CH2:12][O:11][CH2:10][CH2:9]3)[N:6]=[CH:7][C:2]=1[C:42]1[CH:41]=[CH:40][C:39]([NH:38][S:35]([CH3:34])(=[O:36])=[O:37])=[CH:44][CH:43]=1)=[C:16]([CH3:33])[C:17]([C:27]1[CH:32]=[CH:31][CH:30]=[CH:29][N:28]=1)=[N:18]2, predict the reactants needed to synthesize it. The reactants are: Br[C:2]1[C:3]([NH:14][C:15]2[C:24]3[C:19](=[CH:20][C:21]([F:26])=[CH:22][C:23]=3[F:25])[N:18]=[C:17]([C:27]3[CH:32]=[CH:31][CH:30]=[CH:29][N:28]=3)[C:16]=2[CH3:33])=[CH:4][C:5]([N:8]2[CH2:13][CH2:12][O:11][CH2:10][CH2:9]2)=[N:6][CH:7]=1.[CH3:34][S:35]([NH:38][C:39]1[CH:44]=[CH:43][C:42](B(O)O)=[CH:41][CH:40]=1)(=[O:37])=[O:36].C1(P(C2CCCCC2)C2CCCCC2)CCCCC1.[O-]P([O-])([O-])=O.[K+].[K+].[K+]. (3) Given the product [Si:20]([O:1][C:2]1[CH:10]=[CH:9][C:5]([C:6]([OH:8])=[O:7])=[CH:4][CH:3]=1)([C:23]([CH3:26])([CH3:25])[CH3:24])([CH3:22])[CH3:21], predict the reactants needed to synthesize it. The reactants are: [OH:1][C:2]1[CH:10]=[CH:9][C:5]([C:6]([OH:8])=[O:7])=[CH:4][CH:3]=1.CCN(C(C)C)C(C)C.[Si:20](Cl)([C:23]([CH3:26])([CH3:25])[CH3:24])([CH3:22])[CH3:21].OP(O)(O)=O. (4) Given the product [Br:1][C:2]1[CH:7]=[CH:6][C:5]([C:8]([NH:11][C:22]([C:20]2[O:21][C:17]([C:13]([CH3:16])([CH3:15])[CH3:14])=[N:18][N:19]=2)=[O:23])([CH3:10])[CH3:9])=[C:4]([F:12])[CH:3]=1, predict the reactants needed to synthesize it. The reactants are: [Br:1][C:2]1[CH:7]=[CH:6][C:5]([C:8]([NH2:11])([CH3:10])[CH3:9])=[C:4]([F:12])[CH:3]=1.[C:13]([C:17]1[O:21][C:20]([C:22](O)=[O:23])=[N:19][N:18]=1)([CH3:16])([CH3:15])[CH3:14].CCCP(=O)=O.CN(C=O)C.CCN(C(C)C)C(C)C.C(Cl)Cl. (5) The reactants are: [Cl:1][C:2]1[CH:33]=[CH:32][C:5]([CH2:6][NH:7][C:8]([C:10]2[C:11](=[O:31])[C:12]3[CH:19]=[C:18]([CH2:20][O:21][CH2:22][C:23](=O)[C:24]4[CH:29]=[CH:28][CH:27]=[CH:26][CH:25]=4)[S:17][C:13]=3[N:14]([CH3:16])[CH:15]=2)=[O:9])=[CH:4][CH:3]=1.[N:34]1[CH:39]=[CH:38][CH:37]=[CH:36][C:35]=1[CH2:40][NH2:41].C(O)(=O)C.C([BH3-])#N.[Na+]. Given the product [Cl:1][C:2]1[CH:33]=[CH:32][C:5]([CH2:6][NH:7][C:8]([C:10]2[C:11](=[O:31])[C:12]3[CH:19]=[C:18]([CH2:20][O:21][CH2:22][CH:23]([C:24]4[CH:25]=[CH:26][CH:27]=[CH:28][CH:29]=4)[NH:41][CH2:40][C:35]4[CH:36]=[CH:37][CH:38]=[CH:39][N:34]=4)[S:17][C:13]=3[N:14]([CH3:16])[CH:15]=2)=[O:9])=[CH:4][CH:3]=1, predict the reactants needed to synthesize it. (6) Given the product [C:4]([O:8][C:9](=[O:25])[NH:10][C@H:11]1[CH2:24][C:14]2[NH:15][C:16]3[CH:17]=[CH:18][C:19]([CH:22]=[O:37])=[CH:20][C:21]=3[C:13]=2[CH2:12]1)([CH3:7])([CH3:6])[CH3:5], predict the reactants needed to synthesize it. The reactants are: ClCCl.[C:4]([O:8][C:9](=[O:25])[NH:10][C@H:11]1[CH2:24][C:14]2[NH:15][C:16]3[CH:17]=[CH:18][C:19]([C:22]#N)=[CH:20][C:21]=3[C:13]=2[CH2:12]1)([CH3:7])([CH3:6])[CH3:5].[H-].C([Al+]CC(C)C)C(C)C.C(C(C(C([O-])=O)O)O)([O-])=[O:37].[Na+].[Na+]. (7) Given the product [C:1]([O:5][C:6]([NH:8][C@:9]12[CH2:17][NH:16][CH2:15][C@@H:14]1[CH2:13][CH:12]=[CH:11][CH2:10]2)=[O:7])([CH3:4])([CH3:2])[CH3:3], predict the reactants needed to synthesize it. The reactants are: [C:1]([O:5][C:6]([NH:8][C@:9]12[CH2:17][N:16](C(OCC3C=CC=CC=3)=O)[CH2:15][C@@H:14]1[CH2:13][CH:12]=[CH:11][CH2:10]2)=[O:7])([CH3:4])([CH3:3])[CH3:2].N.C(=O)=O.CO.[Na]. (8) Given the product [Cl:1][C:2]1[CH:3]=[C:4](/[C:9](/[C:10]([F:11])([F:12])[F:13])=[CH:14]/[N+:15]([O-:17])=[O:16])[CH:5]=[C:6]([Cl:8])[CH:7]=1, predict the reactants needed to synthesize it. The reactants are: [Cl:1][C:2]1[CH:3]=[C:4]([C:9](O)([CH2:14][N+:15]([O-:17])=[O:16])[C:10]([F:13])([F:12])[F:11])[CH:5]=[C:6]([Cl:8])[CH:7]=1.O=S(Cl)Cl.N1C=CC=CC=1. (9) The reactants are: [CH3:1][NH2:2].Cl.O[C:5]1[CH:14]=[CH:13][C:12]2[C:7](=[CH:8][CH:9]=[C:10]([C:15](=[O:27])[CH2:16][CH2:17][CH2:18][CH2:19][CH2:20][CH2:21][CH2:22][CH2:23][CH2:24][CH2:25][CH3:26])[CH:11]=2)[CH:6]=1.[OH-].[Na+]. Given the product [C:15]([C:10]1[CH:11]=[C:12]2[C:7](=[CH:8][CH:9]=1)[CH:6]=[C:5]([NH:2][CH3:1])[CH:14]=[CH:13]2)(=[O:27])[CH2:16][CH2:17][CH2:18][CH2:19][CH2:20][CH2:21][CH2:22][CH2:23][CH2:24][CH2:25][CH3:26], predict the reactants needed to synthesize it. (10) Given the product [NH:31]1[CH2:32][CH2:33][CH2:36][CH:28]([N:27]2[C:12]3[N:13]=[C:14]([NH:17][CH2:18][C:19]4[CH:24]=[CH:23][C:22]([F:25])=[C:21]([F:26])[CH:20]=4)[N:15]=[CH:16][C:11]=3[CH:10]=[C:9]2[C:3]2[C:2]([Cl:1])=[CH:7][CH:6]=[CH:5][C:4]=2[Cl:8])[CH2:29][CH2:30]1, predict the reactants needed to synthesize it. The reactants are: [Cl:1][C:2]1[CH:7]=[CH:6][CH:5]=[C:4]([Cl:8])[C:3]=1[C:9]1[N:27]([CH2:28][CH:29]2S[CH2:33][CH2:32][NH:31][CH2:30]2)[C:12]2[N:13]=[C:14]([NH:17][CH2:18][C:19]3[CH:24]=[CH:23][C:22]([F:25])=[C:21]([F:26])[CH:20]=3)[N:15]=[CH:16][C:11]=2[CH:10]=1.Cl[C:36]1N=CC2C=C(C3C(Cl)=CC=CC=3Cl)N(C3CCCN(C(OC(C)(C)C)=O)CC3)C=2N=1.